This data is from Forward reaction prediction with 1.9M reactions from USPTO patents (1976-2016). The task is: Predict the product of the given reaction. Given the reactants [NH:1]1[C:5]2[CH:6]=[CH:7][CH:8]=[CH:9][C:4]=2[N:3]=[C:2]1[NH:10][C:11]([C:13]1[NH:17][CH:16]=[N:15][C:14]=1[C:18]([NH:20][C:21]1[CH:26]=[CH:25][C:24]([N:27]2[CH2:32][CH2:31][NH:30][CH2:29][CH2:28]2)=[CH:23][C:22]=1[CH3:33])=[O:19])=[O:12].[C:34]1([N:40]=[C:41]=[O:42])[CH:39]=[CH:38][CH:37]=[CH:36][CH:35]=1, predict the reaction product. The product is: [NH:1]1[C:5]2[CH:6]=[CH:7][CH:8]=[CH:9][C:4]=2[N:3]=[C:2]1[NH:10][C:11]([C:13]1[NH:17][CH:16]=[N:15][C:14]=1[C:18]([NH:20][C:21]1[CH:26]=[CH:25][C:24]([N:27]2[CH2:28][CH2:29][N:30]([C:41]([NH:40][C:34]3[CH:39]=[CH:38][CH:37]=[CH:36][CH:35]=3)=[O:42])[CH2:31][CH2:32]2)=[CH:23][C:22]=1[CH3:33])=[O:19])=[O:12].